Dataset: Blood-brain barrier permeability classification from the B3DB database. Task: Regression/Classification. Given a drug SMILES string, predict its absorption, distribution, metabolism, or excretion properties. Task type varies by dataset: regression for continuous measurements (e.g., permeability, clearance, half-life) or binary classification for categorical outcomes (e.g., BBB penetration, CYP inhibition). Dataset: b3db_classification. The result is 0 (does not penetrate BBB). The molecule is N#CC(c1ccc(Cl)cc1)c1c(Cl)cc(-n2ncc(=O)[nH]c2=O)cc1Cl.